From a dataset of Reaction yield outcomes from USPTO patents with 853,638 reactions. Predict the reaction yield, written as a fraction of the theoretical maximum amount of product (1.0 means a 100% yield; for example, 0.34 means a 34% yield). (1) The reactants are [Cl:1][C:2]1[CH:3]=[C:4]([C:8]#[CH:9])[CH:5]=[CH:6][CH:7]=1.[CH2:10]([O:12][C:13]([N:15]1[CH2:20][CH2:19][NH:18][CH2:17][CH2:16]1)=[O:14])[CH3:11].[CH2:21]([O:28][CH2:29][CH:30]=O)[C:22]1[CH:27]=[CH:26][CH:25]=[CH:24][CH:23]=1. The catalyst is [Au](Br)(Br)Br. The product is [CH2:10]([O:12][C:13]([N:15]1[CH2:16][CH2:17][N:18]([CH:30]([CH2:29][O:28][CH2:21][C:22]2[CH:27]=[CH:26][CH:25]=[CH:24][CH:23]=2)[C:9]#[C:8][C:4]2[CH:5]=[CH:6][CH:7]=[C:2]([Cl:1])[CH:3]=2)[CH2:19][CH2:20]1)=[O:14])[CH3:11]. The yield is 0.120. (2) The reactants are [OH:1][C@H:2]([CH3:14])[CH2:3][C:4]1[C:12]2[C:7](=[CH:8][CH:9]=[C:10]([OH:13])[CH:11]=2)[NH:6][N:5]=1.C(=O)([O-])[O-].[K+].[K+].[CH2:21](Br)[C:22]#[CH:23]. The catalyst is C(O)C.O. The product is [CH2:23]([O:13][C:10]1[CH:11]=[C:12]2[C:7](=[CH:8][CH:9]=1)[NH:6][N:5]=[C:4]2[CH2:3][C@H:2]([OH:1])[CH3:14])[C:22]#[CH:21]. The yield is 0.690.